From a dataset of Forward reaction prediction with 1.9M reactions from USPTO patents (1976-2016). Predict the product of the given reaction. (1) Given the reactants [NH2:1][C:2]1[CH:9]=[CH:8][C:5]([C:6]#[N:7])=[CH:4][N:3]=1.Br[CH2:11][C:12]([C:14]1[O:15][C:16]([Br:19])=[CH:17][CH:18]=1)=O, predict the reaction product. The product is: [Br:19][C:16]1[O:15][C:14]([C:12]2[N:1]=[C:2]3[CH:9]=[CH:8][C:5]([C:6]#[N:7])=[CH:4][N:3]3[CH:11]=2)=[CH:18][CH:17]=1. (2) Given the reactants [CH2:1]1[CH:12]2[CH:4]([NH:5][C:6]3[CH:7]=[CH:8][CH:9]=[CH:10][C:11]=32)[CH2:3][CH2:2]1.[H-].[Na+].Cl[CH2:16][C:17]#[N:18], predict the reaction product. The product is: [CH2:1]1[CH:12]2[CH:4]([N:5]([CH2:16][C:17]#[N:18])[C:6]3[CH:7]=[CH:8][CH:9]=[CH:10][C:11]=32)[CH2:3][CH2:2]1. (3) Given the reactants C([Si](C)(C)[O:6][C@H:7]1[CH2:11][CH2:10][C@H:9]([N:12]2[C:17]3=[N:18][C:19]([NH:22][C:23]4[CH:28]=[CH:27][C:26]([F:29])=[CH:25][CH:24]=4)=[N:20][CH:21]=[C:16]3[CH2:15][N:14]([C:30]3[CH:35]=[CH:34][C:33]([CH2:36][CH3:37])=[CH:32][CH:31]=3)[C:13]2=[O:38])[CH2:8]1)(C)(C)C.N1C=CC=CC=1.F, predict the reaction product. The product is: [CH2:36]([C:33]1[CH:34]=[CH:35][C:30]([N:14]2[CH2:15][C:16]3[C:17](=[N:18][C:19]([NH:22][C:23]4[CH:28]=[CH:27][C:26]([F:29])=[CH:25][CH:24]=4)=[N:20][CH:21]=3)[N:12]([C@H:9]3[CH2:10][CH2:11][C@H:7]([OH:6])[CH2:8]3)[C:13]2=[O:38])=[CH:31][CH:32]=1)[CH3:37]. (4) Given the reactants [CH:1]([O:4][C:5](=[O:14])[C:6]1[CH:11]=[C:10]([CH3:12])[C:9](Cl)=[N:8][CH:7]=1)([CH3:3])[CH3:2].[CH:15]([NH2:18])([CH3:17])[CH3:16], predict the reaction product. The product is: [CH:1]([O:4][C:5](=[O:14])[C:6]1[CH:11]=[C:10]([CH3:12])[C:9]([NH:18][CH:15]([CH3:17])[CH3:16])=[N:8][CH:7]=1)([CH3:3])[CH3:2]. (5) Given the reactants C([O:8][CH2:9][C@H:10]([O:30][CH2:31][CH2:32][CH2:33][CH2:34][CH2:35][CH2:36][CH2:37][CH2:38][CH2:39][CH2:40][CH2:41][CH2:42][CH2:43][CH2:44][CH2:45][CH3:46])[CH2:11][O:12][C:13](=[O:29])[CH2:14][CH2:15][CH2:16][CH2:17][CH2:18][CH2:19][CH2:20][CH2:21][CH2:22][CH2:23][CH2:24][CH2:25][CH2:26][CH2:27][CH3:28])C1C=CC=CC=1.CC(O)=O, predict the reaction product. The product is: [C:13]([O:12][CH2:11][C@H:10]([CH2:9][OH:8])[O:30][CH2:31][CH2:32][CH2:33][CH2:34][CH2:35][CH2:36][CH2:37][CH2:38][CH2:39][CH2:40][CH2:41][CH2:42][CH2:43][CH2:44][CH2:45][CH3:46])(=[O:29])[CH2:14][CH2:15][CH2:16][CH2:17][CH2:18][CH2:19][CH2:20][CH2:21][CH2:22][CH2:23][CH2:24][CH2:25][CH2:26][CH2:27][CH3:28]. (6) Given the reactants [C:1]([C:3]1[CH:4]=[C:5]([NH:14][C:15](=[O:28])[CH2:16][CH2:17][CH2:18][C:19]2[CH:24]=[CH:23][C:22]([B:25]([OH:27])[OH:26])=[CH:21][CH:20]=2)[CH:6]=[CH:7][C:8]=1[S:9]([CH2:12][CH3:13])(=[O:11])=[O:10])#[N:2].BrC1C=CC(CCCC(NC2C=CC(S(CC)(=O)=O)=C(C=2)CN[C:49](=[O:55])[O:50][C:51]([CH3:54])([CH3:53])[CH3:52])=O)=CC=1.CC1(C)COB(B2OCC(C)(C)CO2)OC1.B(O)O, predict the reaction product. The product is: [C:51]([O:50][C:49]([NH:2][CH2:1][C:3]1[CH:4]=[C:5]([NH:14][C:15](=[O:28])[CH2:16][CH2:17][CH2:18][C:19]2[CH:20]=[CH:21][C:22]([B:25]([OH:26])[OH:27])=[CH:23][CH:24]=2)[CH:6]=[CH:7][C:8]=1[S:9]([CH2:12][CH3:13])(=[O:11])=[O:10])=[O:55])([CH3:54])([CH3:53])[CH3:52]. (7) Given the reactants [N+:1]([C:4]1[CH:22]=[CH:21][C:7]([O:8][CH:9]2[CH2:13][CH2:12][N:11](C(OC(C)(C)C)=O)[CH2:10]2)=[CH:6][CH:5]=1)([O-:3])=[O:2].FC(F)(F)C(O)=O, predict the reaction product. The product is: [N+:1]([C:4]1[CH:22]=[CH:21][C:7]([O:8][CH:9]2[CH2:13][CH2:12][NH:11][CH2:10]2)=[CH:6][CH:5]=1)([O-:3])=[O:2]. (8) Given the reactants [Cl:1][C:2]1[CH:16]=[CH:15][CH:14]=[CH:13][C:3]=1[CH2:4][NH:5][C:6](=[O:12])[C:7]([CH3:11])([CH3:10])[CH2:8][OH:9].[CH2:17]([C:19]1[CH:24]=[CH:23][C:22]([N:25]=[C:26]=[O:27])=[CH:21][CH:20]=1)[CH3:18], predict the reaction product. The product is: [CH2:17]([C:19]1[CH:24]=[CH:23][C:22]([NH:25][C:26](=[O:27])[O:9][CH2:8][C:7]([CH3:11])([CH3:10])[C:6]([NH:5][CH2:4][C:3]2[CH:13]=[CH:14][CH:15]=[CH:16][C:2]=2[Cl:1])=[O:12])=[CH:21][CH:20]=1)[CH3:18]. (9) Given the reactants O=C(Cl)[O:3][C:4](Cl)(Cl)Cl.[NH2:9][CH2:10][CH2:11][CH2:12][CH2:13][CH2:14][N:15]1[C:23]2[C:18](=[CH:19][CH:20]=[CH:21][CH:22]=2)[C:17]([C:24]([O:26][CH2:27][CH3:28])=[O:25])=[CH:16]1.CCN(CC)CC.[N:36]1[CH:41]=[CH:40][CH:39]=[C:38]([CH2:42][NH2:43])[CH:37]=1, predict the reaction product. The product is: [N:36]1[CH:41]=[CH:40][CH:39]=[C:38]([CH2:42][NH:43][C:4]([NH:9][CH2:10][CH2:11][CH2:12][CH2:13][CH2:14][N:15]2[C:23]3[C:18](=[CH:19][CH:20]=[CH:21][CH:22]=3)[C:17]([C:24]([O:26][CH2:27][CH3:28])=[O:25])=[CH:16]2)=[O:3])[CH:37]=1. (10) Given the reactants C[O:2][C:3]([C:5]1[S:6][C:7]([C:27]2[CH:32]=[CH:31][CH:30]=[CH:29][CH:28]=2)=[CH:8][C:9]=1[N:10]([C:18]([CH:20]1[CH2:25][CH2:24][CH:23]([CH3:26])[CH2:22][CH2:21]1)=[O:19])[CH:11]1[CH2:16][CH2:15][C:14](=[O:17])[CH2:13][CH2:12]1)=[O:4].O.[Li+].[OH-], predict the reaction product. The product is: [CH3:26][CH:23]1[CH2:22][CH2:21][CH:20]([C:18]([N:10]([CH:11]2[CH2:12][CH2:13][C:14](=[O:17])[CH2:15][CH2:16]2)[C:9]2[CH:8]=[C:7]([C:27]3[CH:28]=[CH:29][CH:30]=[CH:31][CH:32]=3)[S:6][C:5]=2[C:3]([OH:4])=[O:2])=[O:19])[CH2:25][CH2:24]1.